From a dataset of Reaction yield outcomes from USPTO patents with 853,638 reactions. Predict the reaction yield, written as a fraction of the theoretical maximum amount of product (1.0 means a 100% yield; for example, 0.34 means a 34% yield). (1) The reactants are [Cl:1][C:2]1[CH:7]=[CH:6][C:5]([N+:8]([O-:10])=[O:9])=[CH:4][C:3]=1I.[Br-].[N:13]1[CH:18]=[CH:17][CH:16]=[CH:15][C:14]=1[Zn+]. The catalyst is CC(N(C)C)=O.C1C=CC([P]([Pd]([P](C2C=CC=CC=2)(C2C=CC=CC=2)C2C=CC=CC=2)([P](C2C=CC=CC=2)(C2C=CC=CC=2)C2C=CC=CC=2)[P](C2C=CC=CC=2)(C2C=CC=CC=2)C2C=CC=CC=2)(C2C=CC=CC=2)C2C=CC=CC=2)=CC=1.C1C=CC(P(C2C=CC=CC=2)C2C=CC=CC=2)=CC=1. The product is [Cl:1][C:2]1[CH:7]=[CH:6][C:5]([N+:8]([O-:10])=[O:9])=[CH:4][C:3]=1[C:14]1[CH:15]=[CH:16][CH:17]=[CH:18][N:13]=1. The yield is 0.600. (2) The reactants are [C:1]([O:4][CH2:5][C:6]1[C:11]([N:12]2[C:24](=[O:25])[C:23]3[S:22][C:21]4[CH2:20][CH2:19][CH2:18][CH2:17][C:16]=4[C:15]=3[CH2:14][CH2:13]2)=[CH:10][C:9]([F:26])=[CH:8][C:7]=1[C:27]1[CH:32]=[C:31]([N:33]([C:41]2[CH:45]=[C:44]([CH:46]3[CH2:49][NH:48][CH2:47]3)[NH:43][N:42]=2)C(OC(C)(C)C)=O)[C:30](=[O:50])[N:29]([CH3:51])[CH:28]=1)(=[O:3])[CH3:2].Cl.O1CCOCC1. The catalyst is O1CCOCC1. The product is [C:1]([O:4][CH2:5][C:6]1[C:11]([N:12]2[C:24](=[O:25])[C:23]3[S:22][C:21]4[CH2:20][CH2:19][CH2:18][CH2:17][C:16]=4[C:15]=3[CH2:14][CH2:13]2)=[CH:10][C:9]([F:26])=[CH:8][C:7]=1[C:27]1[CH:32]=[C:31]([NH:33][C:41]2[CH:45]=[C:44]([CH:46]3[CH2:47][NH:48][CH2:49]3)[NH:43][N:42]=2)[C:30](=[O:50])[N:29]([CH3:51])[CH:28]=1)(=[O:3])[CH3:2]. The yield is 0.200. (3) The reactants are [O:1]=[C:2]1[NH:6][C:5]2[CH:7]=[CH:8][C:9]([C:11]([OH:13])=O)=[CH:10][C:4]=2[NH:3]1.[CH2:14]1[C@H:23]2[C@H:18]([CH2:19][CH2:20][C:21]3[CH:27]=[CH:26][CH:25]=[CH:24][C:22]=32)[NH:17][CH2:16][CH2:15]1.F[P-](F)(F)(F)(F)F.N1(OC(N(C)C)=[N+](C)C)C2N=CC=CC=2N=N1. The product is [CH2:14]1[C@H:23]2[C@H:18]([CH2:19][CH2:20][C:21]3[CH:27]=[CH:26][CH:25]=[CH:24][C:22]=32)[N:17]([C:11]([C:9]2[CH:8]=[CH:7][C:5]3[NH:6][C:2](=[O:1])[NH:3][C:4]=3[CH:10]=2)=[O:13])[CH2:16][CH2:15]1. The yield is 0.140. No catalyst specified. (4) The yield is 0.854. The reactants are C(Cl)(=O)C(Cl)=O.CS(C)=O.[OH:11][CH2:12][C@H:13]([NH:15][C:16](=[O:22])[O:17][C:18]([CH3:21])([CH3:20])[CH3:19])[CH3:14].C(N(CC)CC)C. The product is [O:11]=[CH:12][C@H:13]([NH:15][C:16](=[O:22])[O:17][C:18]([CH3:21])([CH3:20])[CH3:19])[CH3:14]. The catalyst is C(Cl)Cl.